From a dataset of Forward reaction prediction with 1.9M reactions from USPTO patents (1976-2016). Predict the product of the given reaction. (1) Given the reactants [NH2:1][CH2:2][CH2:3][O:4][CH2:5][CH2:6][N:7]1[C:19]2[C:18]3[CH:17]=[CH:16][CH:15]=[CH:14][C:13]=3[N:12]=[C:11]([NH2:20])[C:10]=2[N:9]=[C:8]1[CH2:21][O:22][CH2:23][CH3:24].C(N(CC)CC)C.[CH:32]([S:35](Cl)(=[O:37])=[O:36])([CH3:34])[CH3:33].O, predict the reaction product. The product is: [NH2:20][C:11]1[C:10]2[N:9]=[C:8]([CH2:21][O:22][CH2:23][CH3:24])[N:7]([CH2:6][CH2:5][O:4][CH2:3][CH2:2][NH:1][S:35]([CH:32]([CH3:34])[CH3:33])(=[O:37])=[O:36])[C:19]=2[C:18]2[CH:17]=[CH:16][CH:15]=[CH:14][C:13]=2[N:12]=1. (2) Given the reactants Br[C:2]1[CH:3]=[C:4]([CH:7]=[O:8])[O:5][CH:6]=1.[C:9]1(B(O)O)[CH:14]=[CH:13][CH:12]=[CH:11][CH:10]=1.C([O-])([O-])=O.[Na+].[Na+].O, predict the reaction product. The product is: [C:9]1([C:2]2[CH:3]=[C:4]([CH:7]=[O:8])[O:5][CH:6]=2)[CH:14]=[CH:13][CH:12]=[CH:11][CH:10]=1. (3) Given the reactants [NH2:1][NH:2][C:3]([C:5]1[CH:10]=[CH:9][CH:8]=[CH:7][N:6]=1)=[NH:4].[F:11][C:12]1[CH:19]=[CH:18][C:17]([O:20][CH3:21])=[CH:16][C:13]=1[CH:14]=O, predict the reaction product. The product is: [F:11][C:12]1[CH:19]=[CH:18][C:17]([O:20][CH3:21])=[CH:16][C:13]=1[C:14]1[NH:1][N:2]=[C:3]([C:5]2[CH:10]=[CH:9][CH:8]=[CH:7][N:6]=2)[N:4]=1. (4) Given the reactants [CH3:1][O:2][C:3]1[CH:8]=[CH:7][C:6]([O:9][CH3:10])=[CH:5][C:4]=1[CH2:11][C:12]([O:14][CH3:15])=[O:13].[H-].[Na+].IC.[CH2:20](OCC)C, predict the reaction product. The product is: [CH3:1][O:2][C:3]1[CH:8]=[CH:7][C:6]([O:9][CH3:10])=[CH:5][C:4]=1[CH:11]([CH3:20])[C:12]([O:14][CH3:15])=[O:13]. (5) The product is: [Cl:36][C:31]1[CH:32]=[CH:33][CH:34]=[CH:35][C:30]=1[C@H:9]([N:10]([C:23]1[CH:28]=[CH:27][CH:26]=[C:25]([F:29])[CH:24]=1)[C:11]([C@@H:13]1[CH2:18][N:17]([CH3:38])[CH2:16][CH2:15][N:14]1[C:19]([O:21][CH3:22])=[O:20])=[O:12])[C:7]([NH:6][CH:4]1[CH2:3][C:2]([F:1])([F:37])[CH2:5]1)=[O:8]. Given the reactants [F:1][C:2]1([F:37])[CH2:5][CH:4]([NH:6][C:7]([C@H:9]([C:30]2[CH:35]=[CH:34][CH:33]=[CH:32][C:31]=2[Cl:36])[N:10]([C:23]2[CH:28]=[CH:27][CH:26]=[C:25]([F:29])[CH:24]=2)[C:11]([C@@H:13]2[CH2:18][NH:17][CH2:16][CH2:15][N:14]2[C:19]([O:21][CH3:22])=[O:20])=[O:12])=[O:8])[CH2:3]1.[CH2:38]=O.N#N.[BH4-].[Na+], predict the reaction product.